Dataset: Reaction yield outcomes from USPTO patents with 853,638 reactions. Task: Predict the reaction yield, written as a fraction of the theoretical maximum amount of product (1.0 means a 100% yield; for example, 0.34 means a 34% yield). (1) The reactants are [CH2:1]([C:3]1([OH:18])[C:13]2[C:8](=[C:9]([O:15]C)[N:10]=[C:11]([I:14])[CH:12]=2)[CH2:7][O:6][C:5](=[O:17])[CH2:4]1)[CH3:2].[I-].[Na+].Cl[Si](C)(C)C.[O-]S([O-])=O.[Na+].[Na+].[Cl-].[Na+].O. The catalyst is C(#N)C. The product is [CH2:1]([C:3]1([OH:18])[C:13]2[CH:12]=[C:11]([I:14])[NH:10][C:9](=[O:15])[C:8]=2[CH2:7][O:6][C:5](=[O:17])[CH2:4]1)[CH3:2]. The yield is 0.610. (2) The reactants are Cl.[Cl:2][C:3]1[C:4]([C:9]2[CH:10]=[C:11]3[C:15](=[C:16]([O:18][CH2:19][CH2:20][C:21]4[CH:26]=[CH:25][CH:24]=[CH:23][N:22]=4)[CH:17]=2)[N:14](COC)[N:13]=[C:12]3[NH:30][C:31]2[CH:36]=[N:35][CH:34]=[CH:33][N:32]=2)=[N:5][CH:6]=[CH:7][CH:8]=1. No catalyst specified. The product is [Cl:2][C:3]1[C:4]([C:9]2[CH:10]=[C:11]3[C:15](=[C:16]([O:18][CH2:19][CH2:20][C:21]4[CH:26]=[CH:25][CH:24]=[CH:23][N:22]=4)[CH:17]=2)[NH:14][N:13]=[C:12]3[NH:30][C:31]2[CH:36]=[N:35][CH:34]=[CH:33][N:32]=2)=[N:5][CH:6]=[CH:7][CH:8]=1. The yield is 0.570. (3) The reactants are [CH:1](NC(C)C)(C)C.C([Li])CCC.[CH:13]1([C:21]([OH:23])=[O:22])[CH2:20][CH2:19][CH:18]=[CH:17][CH2:16][CH2:15][CH2:14]1.IC. The catalyst is C1COCC1. The product is [CH3:1][C:13]1([C:21]([OH:23])=[O:22])[CH2:14][CH2:15][CH2:16][CH:17]=[CH:18][CH2:19][CH2:20]1. The yield is 1.00. (4) The reactants are [CH3:1][C:2]1[N:3]([C:8]2[CH:13]=[CH:12][C:11]([CH:14]3[CH2:16][O:15]3)=[CH:10][N:9]=2)[C:4]([CH3:7])=[CH:5][CH:6]=1.[CH2:17]([NH2:20])[CH2:18][CH3:19].Cl.O. The catalyst is CS(C)=O. The product is [CH3:1][C:2]1[N:3]([C:8]2[N:9]=[CH:10][C:11]([CH:14]([OH:15])[CH2:16][NH:20][CH2:17][CH2:18][CH3:19])=[CH:12][CH:13]=2)[C:4]([CH3:7])=[CH:5][CH:6]=1. The yield is 1.00. (5) The reactants are Br[C:2]1[CH:7]=[CH:6][C:5]([C:8]([F:11])([F:10])[F:9])=[C:4]([O:12][CH2:13][C:14]([F:19])([F:18])[CH:15]([F:17])[F:16])[CH:3]=1.[B:20]1(B2OC(C)(C)C(C)(C)O2)[O:24]C(C)(C)C(C)(C)[O:21]1.C([O-])(=O)C.[K+].I(O)(=O)(=O)=O. The catalyst is COC1CCCC1.[Pd](Cl)Cl.C1(P([C-]2C=CC=C2)C2C=CC=CC=2)C=CC=CC=1.[CH-]1C=CC=C1.[Fe+2].O. The product is [F:18][C:14]([F:19])([CH:15]([F:17])[F:16])[CH2:13][O:12][C:4]1[CH:3]=[C:2]([B:20]([OH:24])[OH:21])[CH:7]=[CH:6][C:5]=1[C:8]([F:11])([F:10])[F:9]. The yield is 0.600. (6) The catalyst is O1CCCC1.C1(C)C=CC=CC=1.[Cl-].[Na+].O. The product is [CH3:1][C:2]1[C:7]([N:8]2[C:12]3[CH:13]=[CH:14][CH:15]=[CH:16][C:11]=3[N:10]=[C:9]2[CH3:17])=[CH:6][CH:5]=[CH:4][C:3]=1[CH2:18][N:32]([S:29]([C:24]1[CH:25]=[CH:26][CH:27]=[CH:28][C:23]=1[N+:20]([O-:22])=[O:21])(=[O:30])=[O:31])[C:33]1[CH:46]=[CH:45][C:36]2[C@H:37]([CH2:40][C:41]([O:43][CH3:44])=[O:42])[CH2:38][O:39][C:35]=2[CH:34]=1. The yield is 0.930. The reactants are [CH3:1][C:2]1[C:7]([N:8]2[C:12]3[CH:13]=[CH:14][CH:15]=[CH:16][C:11]=3[N:10]=[C:9]2[CH3:17])=[CH:6][CH:5]=[CH:4][C:3]=1[CH2:18]O.[N+:20]([C:23]1[CH:28]=[CH:27][CH:26]=[CH:25][C:24]=1[S:29]([NH:32][C:33]1[CH:46]=[CH:45][C:36]2[C@H:37]([CH2:40][C:41]([O:43][CH3:44])=[O:42])[CH2:38][O:39][C:35]=2[CH:34]=1)(=[O:31])=[O:30])([O-:22])=[O:21].C1(P(C2C=CC=CC=2)C2C=CC=CC=2)C=CC=CC=1.N(C(OCC)=O)=NC(OCC)=O. (7) The reactants are [N+:1]([C:4]1[CH:14]=[CH:13][CH:12]=[C:11]2[C:5]=1[CH:6]=[CH:7][O:8][C:9]2=O)([O-:3])=[O:2].[NH3:15]. The catalyst is C(O)C. The product is [N+:1]([C:4]1[CH:14]=[CH:13][CH:12]=[C:11]2[C:5]=1[CH:6]=[CH:7][NH:15][C:9]2=[O:8])([O-:3])=[O:2]. The yield is 0.797.